This data is from hERG Central: cardiac toxicity at 1µM, 10µM, and general inhibition. The task is: Predict hERG channel inhibition at various concentrations. (1) The compound is CCCCCCn1c(N2CCN(Cc3ccccc3Cl)CC2)nc2c1c(=O)[nH]c(=O)n2C. Results: hERG_inhib (hERG inhibition (general)): blocker. (2) The compound is Cc1cccc(-n2ccnc2CN2CCN(C3CCCC3)C(CCO)C2)c1. Results: hERG_inhib (hERG inhibition (general)): blocker. (3) The compound is CCCCn1c(SCc2nnc(-c3ccccc3)o2)nc2c1c(=O)n(C)c(=O)n2C. Results: hERG_inhib (hERG inhibition (general)): blocker. (4) The molecule is CCOC(=O)c1ccc(Nc2cc(C)nc(C)c2C(=O)OCC)cc1.Cl. Results: hERG_inhib (hERG inhibition (general)): blocker. (5) The drug is c1ccc(-c2nn3nnnc3c3ccccc23)cc1. Results: hERG_inhib (hERG inhibition (general)): blocker. (6) The molecule is CCCS(=O)(=O)N1CCC(C(=O)N2CCC(Cc3ccccc3)CC2)CC1. Results: hERG_inhib (hERG inhibition (general)): blocker. (7) The drug is Cc1cc(OCC(=O)Nc2ccc(CN3CCCCC3)cc2)ccc1Cl. Results: hERG_inhib (hERG inhibition (general)): blocker. (8) The drug is COc1ccccc1NC(=O)CN1CCC(n2nnc3cc(F)ccc32)CC1. Results: hERG_inhib (hERG inhibition (general)): blocker.